Dataset: Full USPTO retrosynthesis dataset with 1.9M reactions from patents (1976-2016). Task: Predict the reactants needed to synthesize the given product. Given the product [Br:1][C:2]1[C:10]2[C:5](=[CH:6][N:7]=[C:8]([C:11]([OH:13])=[O:12])[CH:9]=2)[O:4][CH:3]=1, predict the reactants needed to synthesize it. The reactants are: [Br:1][C:2]1[C:10]2[C:5](=[CH:6][N:7]=[C:8]([CH:11]=[O:12])[CH:9]=2)[O:4][CH:3]=1.[OH:13]P([O-])(O)=O.[K+].